Dataset: Reaction yield outcomes from USPTO patents with 853,638 reactions. Task: Predict the reaction yield, written as a fraction of the theoretical maximum amount of product (1.0 means a 100% yield; for example, 0.34 means a 34% yield). The reactants are [F:1][C:2]1[CH:34]=[CH:33][C:5]2[N:6]([C:10]3[C:11]([CH3:32])=[C:12]([CH:29]=[CH:30][CH:31]=3)[CH2:13][NH:14][C:15]3[CH:28]=[CH:27][C:18]4[C@H:19]([CH2:22][C:23]([O:25]C)=[O:24])[CH2:20][O:21][C:17]=4[CH:16]=3)[C:7]([CH3:9])=[N:8][C:4]=2[CH:3]=1.[OH-].[Na+].O. The catalyst is O1CCCC1.CO. The product is [F:1][C:2]1[CH:34]=[CH:33][C:5]2[N:6]([C:10]3[C:11]([CH3:32])=[C:12]([CH:29]=[CH:30][CH:31]=3)[CH2:13][NH:14][C:15]3[CH:28]=[CH:27][C:18]4[C@H:19]([CH2:22][C:23]([OH:25])=[O:24])[CH2:20][O:21][C:17]=4[CH:16]=3)[C:7]([CH3:9])=[N:8][C:4]=2[CH:3]=1. The yield is 0.850.